This data is from Forward reaction prediction with 1.9M reactions from USPTO patents (1976-2016). The task is: Predict the product of the given reaction. Given the reactants [NH2:1][C@@:2]([C:6]1[CH:15]=[CH:14][C:13]2[C:8](=[CH:9][CH:10]=[C:11]([O:20][CH:21]3[CH2:26][CH2:25][CH:24]([CH:27]4[CH2:31][CH2:30][CH2:29][CH2:28]4)[CH2:23][CH2:22]3)[C:12]=2[C:16]([F:19])([F:18])[F:17])[CH:7]=1)([CH3:5])[CH2:3][OH:4].[C:32]([O:36][C:37](O[C:37]([O:36][C:32]([CH3:35])([CH3:34])[CH3:33])=[O:38])=[O:38])([CH3:35])([CH3:34])[CH3:33].C(Cl)(Cl)Cl.C(=O)(O)[O-].[Na+].O, predict the reaction product. The product is: [C:32]([O:36][C:37](=[O:38])[NH:1][C@@:2]([C:6]1[CH:15]=[CH:14][C:13]2[C:8](=[CH:9][CH:10]=[C:11]([O:20][CH:21]3[CH2:26][CH2:25][CH:24]([CH:27]4[CH2:31][CH2:30][CH2:29][CH2:28]4)[CH2:23][CH2:22]3)[C:12]=2[C:16]([F:18])([F:19])[F:17])[CH:7]=1)([CH3:5])[CH2:3][OH:4])([CH3:35])([CH3:34])[CH3:33].